This data is from Forward reaction prediction with 1.9M reactions from USPTO patents (1976-2016). The task is: Predict the product of the given reaction. Given the reactants [NH2:1][C:2]1[CH:7]=[CH:6][C:5]([N:8]2[CH:17]=[CH:16][C:15]3[N:14]=[C:13]([C:18]([NH2:20])=[O:19])[CH:12]=[CH:11][C:10]=3[C:9]2=[O:21])=[CH:4][CH:3]=1.Cl.Cl[CH2:24][CH2:25][NH:26][CH2:27][CH2:28]Cl.C(=O)([O-])[O-].[K+].[K+], predict the reaction product. The product is: [O:21]=[C:9]1[N:8]([C:5]2[CH:6]=[CH:7][C:2]([N:1]3[CH2:28][CH2:27][NH:26][CH2:25][CH2:24]3)=[CH:3][CH:4]=2)[CH:17]=[CH:16][C:15]2[N:14]=[C:13]([C:18]([NH2:20])=[O:19])[CH:12]=[CH:11][C:10]1=2.